This data is from Catalyst prediction with 721,799 reactions and 888 catalyst types from USPTO. The task is: Predict which catalyst facilitates the given reaction. Reactant: [F:1][C:2]1[CH:7]=[CH:6][C:5]([NH:8][C:9](=[O:17])[CH:10]([CH3:16])[C:11]([O:13]CC)=[O:12])=[CH:4][CH:3]=1.[OH-].[Na+]. Product: [F:1][C:2]1[CH:3]=[CH:4][C:5]([NH:8][C:9](=[O:17])[CH:10]([CH3:16])[C:11]([OH:13])=[O:12])=[CH:6][CH:7]=1. The catalyst class is: 1.